This data is from hERG potassium channel inhibition data for cardiac toxicity prediction from Karim et al.. The task is: Regression/Classification. Given a drug SMILES string, predict its toxicity properties. Task type varies by dataset: regression for continuous values (e.g., LD50, hERG inhibition percentage) or binary classification for toxic/non-toxic outcomes (e.g., AMES mutagenicity, cardiotoxicity, hepatotoxicity). Dataset: herg_karim. (1) The compound is CCn1cc(C(=O)O)c(=O)c2cc(F)c(N3CCNCC3)cc21. The result is 0 (non-blocker). (2) The molecule is COc1ccc(-n2cc3nc(-c4cccnc4C)n(C[C@H]4CCCN(C[C@H]5CCCO5)C4)c(=O)c3n2)cc1. The result is 1 (blocker). (3) The drug is CCN1CCN(c2cc3[nH]c(S[C@]4(C)CC[C@@H](N(C)C(C)=O)CC4)nc3cc2Cl)CC1. The result is 0 (non-blocker). (4) The compound is CNC(=O)c1c(NCC2CCC3(CCC3)CC2)nc(C#N)nc1OCC1CCN(C)CC1. The result is 1 (blocker). (5) The result is 0 (non-blocker). The compound is CCN(CC)c1ccc(NC(=O)C2(NC(=O)OC(C)C)CCc3ccccc3C2)cc1.